This data is from NCI-60 drug combinations with 297,098 pairs across 59 cell lines. The task is: Regression. Given two drug SMILES strings and cell line genomic features, predict the synergy score measuring deviation from expected non-interaction effect. (1) Drug 1: COC1=C2C(=CC3=C1OC=C3)C=CC(=O)O2. Drug 2: C1CN(P(=O)(OC1)NCCCl)CCCl. Cell line: HCT116. Synergy scores: CSS=1.77, Synergy_ZIP=5.36, Synergy_Bliss=-2.49, Synergy_Loewe=1.16, Synergy_HSA=-2.96. (2) Drug 1: CN1C(=O)N2C=NC(=C2N=N1)C(=O)N. Drug 2: CCC1(CC2CC(C3=C(CCN(C2)C1)C4=CC=CC=C4N3)(C5=C(C=C6C(=C5)C78CCN9C7C(C=CC9)(C(C(C8N6C)(C(=O)OC)O)OC(=O)C)CC)OC)C(=O)OC)O.OS(=O)(=O)O. Cell line: HOP-92. Synergy scores: CSS=-0.210, Synergy_ZIP=0.825, Synergy_Bliss=2.69, Synergy_Loewe=-1.09, Synergy_HSA=-0.747. (3) Drug 1: CC1=CC=C(C=C1)C2=CC(=NN2C3=CC=C(C=C3)S(=O)(=O)N)C(F)(F)F. Drug 2: COC1=C2C(=CC3=C1OC=C3)C=CC(=O)O2. Cell line: BT-549. Synergy scores: CSS=-5.30, Synergy_ZIP=-5.70, Synergy_Bliss=-16.8, Synergy_Loewe=-9.16, Synergy_HSA=-13.0. (4) Drug 1: CC(C)(C#N)C1=CC(=CC(=C1)CN2C=NC=N2)C(C)(C)C#N. Drug 2: CC(C)CN1C=NC2=C1C3=CC=CC=C3N=C2N. Cell line: SK-MEL-5. Synergy scores: CSS=-4.64, Synergy_ZIP=2.61, Synergy_Bliss=0.667, Synergy_Loewe=-4.78, Synergy_HSA=-4.61. (5) Drug 1: C1=NC2=C(N=C(N=C2N1C3C(C(C(O3)CO)O)O)F)N. Drug 2: CCC1=C2CN3C(=CC4=C(C3=O)COC(=O)C4(CC)O)C2=NC5=C1C=C(C=C5)O. Cell line: MOLT-4. Synergy scores: CSS=53.8, Synergy_ZIP=-0.808, Synergy_Bliss=0.346, Synergy_Loewe=-8.34, Synergy_HSA=-1.35.